The task is: Predict the reactants needed to synthesize the given product.. This data is from Full USPTO retrosynthesis dataset with 1.9M reactions from patents (1976-2016). (1) Given the product [N:43]1([CH2:48][CH2:49][O:50][CH2:51][CH2:52][NH:53][C:20]([C:5]2[C:6]3[S:10][CH:9]=[C:8]([CH2:11][O:12][C:13]4[CH:14]=[CH:15][C:16]([Br:19])=[CH:17][CH:18]=4)[C:7]=3[C:2]([NH2:1])=[N:3][CH:4]=2)=[O:22])[CH2:47][CH2:46][CH2:45][CH2:44]1, predict the reactants needed to synthesize it. The reactants are: [NH2:1][C:2]1[C:7]2[C:8]([CH2:11][O:12][C:13]3[CH:18]=[CH:17][C:16]([Br:19])=[CH:15][CH:14]=3)=[CH:9][S:10][C:6]=2[C:5]([C:20]([OH:22])=O)=[CH:4][N:3]=1.O.ON1C2C=CC=CC=2N=N1.C(N=C=NC(C)C)(C)C.[N:43]1([CH2:48][CH2:49][O:50][CH2:51][CH2:52][NH2:53])[CH2:47][CH2:46][CH2:45][CH2:44]1. (2) The reactants are: [CH3:1][CH:2]1[CH2:7][CH2:6][CH2:5][CH:4]([CH3:8])[CH:3]1[CH2:9][OH:10].C(=O)([O-])[O-].[Cs+].[Cs+].[Cl:17][C:18]1[C:19](F)=[CH:20][C:21]([F:31])=[C:22]([CH:30]=1)[C:23]([O:25][C:26]([CH3:29])([CH3:28])[CH3:27])=[O:24].Cl. Given the product [Cl:17][C:18]1[C:19]([O:10][CH2:9][CH:3]2[CH:4]([CH3:8])[CH2:5][CH2:6][CH2:7][CH:2]2[CH3:1])=[CH:20][C:21]([F:31])=[C:22]([CH:30]=1)[C:23]([O:25][C:26]([CH3:27])([CH3:28])[CH3:29])=[O:24], predict the reactants needed to synthesize it. (3) Given the product [F:1][C:2]1([F:21])[CH2:4][CH:3]1[C:5]1[O:10][C:9]([C@H:11]2[CH2:16][CH2:15][C@H:14]([C:17]([O:19][CH3:20])=[O:18])[CH2:13][CH2:12]2)=[N:8][N:7]=1, predict the reactants needed to synthesize it. The reactants are: [F:1][C:2]1([F:21])[CH2:4][CH:3]1[C:5]([NH:7][NH:8][C:9]([C@H:11]1[CH2:16][CH2:15][C@H:14]([C:17]([O:19][CH3:20])=[O:18])[CH2:13][CH2:12]1)=[O:10])=O.P(Cl)(Cl)(Cl)=O.CC#N. (4) Given the product [CH2:1]([N:8]1[CH:12]=[C:11]([C:13]([O:15][CH2:16][CH3:17])=[O:14])[C:10]([O:18][CH2:19][C:20]2[CH:25]=[CH:24][C:23]([O:26][CH2:27][C:28]3[N:29]=[C:30]([C:34]4[O:35][CH:36]=[CH:37][CH:38]=4)[O:31][C:32]=3[CH3:33])=[C:22]([CH2:40][CH3:41])[CH:21]=2)=[N:9]1)[C:2]1[CH:7]=[CH:6][CH:5]=[CH:4][CH:3]=1, predict the reactants needed to synthesize it. The reactants are: [CH2:1]([N:8]1[CH:12]=[C:11]([C:13]([O:15][CH2:16][CH3:17])=[O:14])[C:10]([O:18][CH2:19][C:20]2[CH:25]=[CH:24][C:23]([O:26][CH2:27][C:28]3[N:29]=[C:30]([C:34]4[O:35][CH:36]=[CH:37][CH:38]=4)[O:31][C:32]=3[CH3:33])=[C:22](Br)[CH:21]=2)=[N:9]1)[C:2]1[CH:7]=[CH:6][CH:5]=[CH:4][CH:3]=1.[CH2:40]([Sn](CC)(CC)CC)[CH3:41]. (5) Given the product [Br:5][C:6]1[C:7]([CH3:20])=[CH:8][C:9]([C:13]([N:15]2[CH2:16][CH:17]([O:19][CH2:22][CH2:23][CH2:24][N:25]([CH3:27])[CH3:26])[CH2:18]2)=[O:14])=[CH:10][C:11]=1[CH3:12], predict the reactants needed to synthesize it. The reactants are: [H-].[Na+].[Na+].[I-].[Br:5][C:6]1[C:11]([CH3:12])=[CH:10][C:9]([C:13]([N:15]2[CH2:18][CH:17]([OH:19])[CH2:16]2)=[O:14])=[CH:8][C:7]=1[CH3:20].Cl[CH2:22][CH2:23][CH2:24][N:25]([CH3:27])[CH3:26]. (6) Given the product [CH3:1][S:2][C:3]([S:8][CH3:9])([CH2:4][CH2:5][S:6][CH3:7])[C:15]([OH:17])=[O:16], predict the reactants needed to synthesize it. The reactants are: [CH3:1][S:2][CH:3]([S:8][CH3:9])[CH2:4][CH2:5][S:6][CH3:7].C([Li])CCC.[C:15](=[O:17])=[O:16].[OH-].[K+]. (7) Given the product [CH3:15][O:14][B:13]1[O:11][C:6]2([CH2:10][CH2:9][CH2:8][CH2:7]2)[C:1]2([CH2:2][CH2:3][CH2:4][CH2:5]2)[O:12]1, predict the reactants needed to synthesize it. The reactants are: [C:1]1([OH:12])([C:6]2([OH:11])[CH2:10][CH2:9][CH2:8][CH2:7]2)[CH2:5][CH2:4][CH2:3][CH2:2]1.[B:13](OC)(OC)[O:14][CH3:15].